This data is from Forward reaction prediction with 1.9M reactions from USPTO patents (1976-2016). The task is: Predict the product of the given reaction. (1) Given the reactants [C:1]([O:5][C:6](=[O:29])[NH:7][C:8]1[CH:13]=[CH:12][C:11]([C:14]2[CH:19]=[CH:18][C:17]([C:20]3[CH:25]=[CH:24][CH:23]=[CH:22][CH:21]=3)=[CH:16][CH:15]=2)=[CH:10][C:9]=1[N+:26]([O-])=O)([CH3:4])([CH3:3])[CH3:2], predict the reaction product. The product is: [C:1]([O:5][C:6](=[O:29])[NH:7][C:8]1[CH:13]=[CH:12][C:11]([C:14]2[CH:19]=[CH:18][C:17]([C:20]3[CH:21]=[CH:22][CH:23]=[CH:24][CH:25]=3)=[CH:16][CH:15]=2)=[CH:10][C:9]=1[NH2:26])([CH3:4])([CH3:2])[CH3:3]. (2) Given the reactants [CH2:1]([O:3][P:4]([CH:9]([N:14]([C:24]([CH3:27])([CH3:26])[CH3:25])[O:15][CH:16]([C:18]1[CH:23]=[CH:22][N:21]=[CH:20][CH:19]=1)[CH3:17])[C:10]([CH3:13])([CH3:12])[CH3:11])(=[O:8])[O:5][CH2:6][CH3:7])[CH3:2].[CH3:28][S:29]([O-:32])(=[O:31])=[O:30], predict the reaction product. The product is: [CH3:16][C:18]1[CH:19]=[CH:20][C:28]([S:29]([O-:32])(=[O:31])=[O:30])=[CH:22][CH:23]=1.[CH3:28][N+:21]1[CH:20]=[CH:19][C:18]([CH:16]([O:15][N:14]([C:24]([CH3:26])([CH3:25])[CH3:27])[CH:9]([P:4]([O:5][CH2:6][CH3:7])([O:3][CH2:1][CH3:2])=[O:8])[C:10]([CH3:13])([CH3:12])[CH3:11])[CH3:17])=[CH:23][CH:22]=1. (3) Given the reactants [CH2:1]([C@:3]12[CH2:26][CH2:25][C:20]3([O:24][CH2:23][CH2:22][O:21]3)[CH2:19][C@H:4]1[CH2:5][CH2:6][CH2:7][C:8]1[CH:13]=[C:12]([NH:14][C:15](=[O:17])[CH3:16])[C:11]([CH3:18])=[CH:10][C:9]=12)[CH3:2].C([O-])(=O)C.[K+].CC(O)=O.C1OCCOCCOCCOCCOCCOC1.C(OC(=O)C)(=O)C.[N:61](OCCC(C)C)=O.C([O-])(O)=O.[Na+], predict the reaction product. The product is: [CH2:1]([C@:3]12[CH2:26][CH2:25][C:20]3([O:24][CH2:23][CH2:22][O:21]3)[CH2:19][C@H:4]1[CH2:5][CH2:6][CH2:7][C:8]1[C:9]2=[CH:10][C:11]2[CH:18]=[N:61][N:14]([C:15](=[O:17])[CH3:16])[C:12]=2[CH:13]=1)[CH3:2]. (4) Given the reactants [C:1]1(=O)[CH2:4][CH2:3][CH2:2]1.[C:6]([O:10][C:11]([CH3:14])([CH3:13])[CH3:12])(=[O:9])[NH:7][NH2:8].C(O)(=O)C.C([BH3-])#N.[Na+], predict the reaction product. The product is: [C:11]([O:10][C:6]([NH:7][NH:8][CH:1]1[CH2:4][CH2:3][CH2:2]1)=[O:9])([CH3:14])([CH3:13])[CH3:12]. (5) Given the reactants [Cl:1][C:2]1[CH:3]=[C:4]([CH:27]=[CH:28][C:29]=1[F:30])[CH2:5][N:6]1[CH2:15][C:14]2[C:9](=[CH:10][C:11]3[NH:18][N:17]=[C:16]([C:19]4[CH:24]=[CH:23][N:22]=[C:21]([CH3:25])[CH:20]=4)[C:12]=3[CH:13]=2)[NH:8][C:7]1=[O:26].[O-:31][Mn](=O)(=O)=O.[K+], predict the reaction product. The product is: [Cl:1][C:2]1[CH:3]=[C:4]([CH:27]=[CH:28][C:29]=1[F:30])[CH2:5][N:6]1[C:15](=[O:31])[C:14]2[C:9](=[CH:10][C:11]3[NH:18][N:17]=[C:16]([C:19]4[CH:24]=[CH:23][N:22]=[C:21]([CH3:25])[CH:20]=4)[C:12]=3[CH:13]=2)[NH:8][C:7]1=[O:26]. (6) Given the reactants [CH3:1][C@H:2]1[C@@H:11]2[CH2:12][CH2:13][C:14]3([CH3:18])[O:16][O:17][C@:10]42[C@H:5]([C@@H:6]([CH3:20])[C@@H:7](O)[O:8][C@@H:9]4[O:15]3)[CH2:4][CH2:3]1.FC(F)(F)C(OC(=O)C(F)(F)F)=O, predict the reaction product. The product is: [CH3:1][C@H:2]1[C@@H:11]2[CH2:12][CH2:13][C@@:14]3([CH3:18])[O:16][O:17][C@:10]42[C@H:5]([C:6]([CH3:20])=[CH:7][O:8][C@@H:9]4[O:15]3)[CH2:4][CH2:3]1. (7) Given the reactants [C:1]1([CH3:11])[CH:6]=[CH:5][CH:4]=[C:3]([S:7]([O-:10])(=[O:9])=[O:8])[CH:2]=1.[NH2:12][C@H:13]([C:18]([OH:20])=[O:19])[C:14]([CH3:17])([CH3:16])[CH3:15], predict the reaction product. The product is: [NH2:12][C@H:13]([C:18]([OH:20])=[O:19])[C:14]([CH3:17])([CH3:16])[CH3:15].[C:1]1([CH3:11])[CH:6]=[CH:5][CH:4]=[C:3]([S:7]([O-:10])(=[O:8])=[O:9])[CH:2]=1. (8) The product is: [CH3:30][C:27]1[N:26]=[N:25][C:24]([O:23][C:22]2[C:14]3[C@@H:13]4[C@H:18]([CH2:17][CH2:16][C:15]=3[CH:19]=[CH:20][CH:21]=2)[NH:9][CH2:10][CH2:11][CH2:12]4)=[CH:29][CH:28]=1.[ClH:1]. Given the reactants [ClH:1].C(OC([N:9]1[C@@H:18]2[C@@H:13]([C:14]3[C:22]([O:23][C:24]4[N:25]=[N:26][C:27]([CH3:30])=[CH:28][CH:29]=4)=[CH:21][CH:20]=[CH:19][C:15]=3[CH2:16][CH2:17]2)[CH2:12][CH2:11][CH2:10]1)=O)(C)(C)C, predict the reaction product. (9) Given the reactants [CH3:1][Mg+].[Br-].[Cl:4][C:5]1[CH:10]=[C:9]([C:11](N(C)OC)=[O:12])[CH:8]=[C:7]([Cl:17])[N:6]=1, predict the reaction product. The product is: [Cl:4][C:5]1[CH:10]=[C:9]([C:11](=[O:12])[CH3:1])[CH:8]=[C:7]([Cl:17])[N:6]=1. (10) Given the reactants [C:1]([OH:12])(=[O:11])[C:2]1[CH:10]=[CH:9][C:5]([C:6]([OH:8])=[O:7])=[CH:4][CH:3]=1.[CH2:13]([OH:16])[CH2:14]O.C(N([CH2:22][CH3:23])CC)C.[OH2:24], predict the reaction product. The product is: [C:1]([O:12][CH2:14][CH2:13][OH:16])(=[O:11])[C:2]1[CH:10]=[CH:9][C:5]([C:6]([O:8][CH2:23][CH2:22][OH:24])=[O:7])=[CH:4][CH:3]=1.